This data is from Catalyst prediction with 721,799 reactions and 888 catalyst types from USPTO. The task is: Predict which catalyst facilitates the given reaction. (1) Product: [Cl:22][CH2:21][CH2:20][CH2:19][CH2:18][CH2:17][N:6]1[CH:7]=[C:2]([CH3:1])[C:3](=[O:9])[NH:4][C:5]1=[O:8]. The catalyst class is: 3. Reactant: [CH3:1][C:2]1[C:3](=[O:9])[NH:4][C:5](=[O:8])[NH:6][CH:7]=1.C([O-])([O-])=O.[K+].[K+].Br[CH2:17][CH2:18][CH2:19][CH2:20][CH2:21][Cl:22].C(Cl)Cl. (2) Reactant: [Si]([O:8][CH2:9][CH2:10][C@H:11]([NH:18][C:19]1[O:20][C:21]([CH3:35])([CH3:34])[CH:22]([C:27]2[CH:28]=[C:29]([OH:33])[CH:30]=[CH:31][CH:32]=2)[S:23](=[O:26])(=[O:25])[N:24]=1)[C:12]1[CH:17]=[CH:16][CH:15]=[CH:14][CH:13]=1)(C(C)(C)C)(C)C.Cl. Product: [OH:8][CH2:9][CH2:10][C@H:11]([NH:18][C:19]1[O:20][C:21]([CH3:35])([CH3:34])[CH:22]([C:27]2[CH:28]=[C:29]([OH:33])[CH:30]=[CH:31][CH:32]=2)[S:23](=[O:25])(=[O:26])[N:24]=1)[C:12]1[CH:17]=[CH:16][CH:15]=[CH:14][CH:13]=1. The catalyst class is: 5. (3) Reactant: [Cl:1][C:2]1[CH:7]=[CH:6][C:5]([CH2:8][CH2:9][N:10]([CH2:21][C:22]2[CH:27]=[CH:26][C:25]([CH:28]3[CH2:31][CH2:30][CH2:29]3)=[CH:24][CH:23]=2)[C:11]([C:13]2[C:18]([NH2:19])=[CH:17][CH:16]=[C:15]([CH3:20])[N:14]=2)=[O:12])=[CH:4][CH:3]=1.[CH2:32]=O.[BH4-].[Na+]. Product: [Cl:1][C:2]1[CH:3]=[CH:4][C:5]([CH2:8][CH2:9][N:10]([CH2:21][C:22]2[CH:23]=[CH:24][C:25]([CH:28]3[CH2:31][CH2:30][CH2:29]3)=[CH:26][CH:27]=2)[C:11]([C:13]2[C:18]([NH:19][CH3:32])=[CH:17][CH:16]=[C:15]([CH3:20])[N:14]=2)=[O:12])=[CH:6][CH:7]=1. The catalyst class is: 8. (4) Reactant: C[O:2][C:3](=[O:31])[C:4]([O:7][C:8]1[CH:30]=[CH:29][C:11]2[C:12]3[N:16]([CH2:17][CH2:18][O:19][C:10]=2[CH:9]=1)[CH:15]=[C:14]([C:20]1[N:21]([CH:26]([CH3:28])[CH3:27])[N:22]=[C:23]([CH3:25])[N:24]=1)[N:13]=3)([CH3:6])[CH3:5].[OH-].[Na+]. Product: [CH:26]([N:21]1[C:20]([C:14]2[N:13]=[C:12]3[N:16]([CH2:17][CH2:18][O:19][C:10]4[CH:9]=[C:8]([O:7][C:4]([CH3:5])([CH3:6])[C:3]([OH:31])=[O:2])[CH:30]=[CH:29][C:11]=43)[CH:15]=2)=[N:24][C:23]([CH3:25])=[N:22]1)([CH3:28])[CH3:27]. The catalyst class is: 5. (5) Reactant: [Cl:1][C:2]1[N:7]=[C:6]([NH:8][C@@H:9]([CH2:14][CH2:15][C:16]([O:18][CH3:19])=[O:17])[C:10](OC)=[O:11])[C:5]([N+:20]([O-])=O)=[CH:4][CH:3]=1.CC(O)C.C(O)(=O)C. Product: [Cl:1][C:2]1[CH:3]=[CH:4][C:5]2[NH:20][C:10](=[O:11])[C@H:9]([CH2:14][CH2:15][C:16]([O:18][CH3:19])=[O:17])[NH:8][C:6]=2[N:7]=1. The catalyst class is: 150. (6) Reactant: [Cl:1][C:2]([F:13])([F:12])[C:3]([N:5]=[C:6]1[CH:11]=[CH:10][CH:9]=[CH:8][NH:7]1)=[O:4].[Cl:14][C:15]1[CH:20]=[CH:19][C:18]([CH2:21]Cl)=[CH:17][N:16]=1.C(=O)([O-])[O-].[K+].[K+]. Product: [Cl:1][C:2]([F:12])([F:13])[C:3]([N:5]=[C:6]1[CH:11]=[CH:10][CH:9]=[CH:8][N:7]1[CH2:21][C:18]1[CH:17]=[N:16][C:15]([Cl:14])=[CH:20][CH:19]=1)=[O:4]. The catalyst class is: 10. (7) Reactant: [CH3:1][O:2][C:3]1[N:8]=[C:7]([CH3:9])[C:6]([O:10]COC)=[C:5]([CH:14]=[O:15])[CH:4]=1.Cl.C([O-])([O-])=O.[K+].[K+]. Product: [OH:10][C:6]1[C:7]([CH3:9])=[N:8][C:3]([O:2][CH3:1])=[CH:4][C:5]=1[CH:14]=[O:15]. The catalyst class is: 1. (8) Reactant: [Br:1][C:2]1[CH:3]=[N:4][C:5]([NH:8][CH2:9][CH:10]2[C:15]([CH3:17])([CH3:16])[CH2:14][CH2:13][CH2:12][NH:11]2)=[N:6][CH:7]=1.[N:18]1[C:27]2[C:22](=[CH:23][CH:24]=[CH:25][C:26]=2[C:28](O)=[O:29])[CH:21]=[CH:20][CH:19]=1.C(N(C(C)C)CC)(C)C. Product: [Br:1][C:2]1[CH:3]=[N:4][C:5]([NH:8][CH2:9][CH:10]2[C:15]([CH3:17])([CH3:16])[CH2:14][CH2:13][CH2:12][N:11]2[C:28]([C:26]2[CH:25]=[CH:24][CH:23]=[C:22]3[C:27]=2[N:18]=[CH:19][CH:20]=[CH:21]3)=[O:29])=[N:6][CH:7]=1. The catalyst class is: 9. (9) Reactant: [CH2:1]1[O:10][C:9]2[CH:8]=[CH:7][C:5]([NH2:6])=[CH:4][C:3]=2[O:2]1.[CH2:11]1[O:19][C:18]2[CH:17]=[CH:16][C:15]([N:20]=[C:21]=[O:22])=[CH:14][C:13]=2[O:12]1. Product: [CH2:1]1[O:10][C:9]2[CH:8]=[CH:7][C:5]([NH:6][C:21]([NH:20][C:15]3[CH:16]=[CH:17][C:18]4[O:19][CH2:11][O:12][C:13]=4[CH:14]=3)=[O:22])=[CH:4][C:3]=2[O:2]1. The catalyst class is: 48.